Predict which catalyst facilitates the given reaction. From a dataset of Catalyst prediction with 721,799 reactions and 888 catalyst types from USPTO. (1) Reactant: Cl.[CH2:2]([NH:9][C:10]([CH3:14])([CH3:13])[CH2:11][OH:12])[C:3]1[CH:8]=[CH:7][CH:6]=[CH:5][CH:4]=1.[OH-].[Na+]. Product: [CH2:2]([NH:9][C:10]([CH3:14])([CH3:13])[CH2:11][OH:12])[C:3]1[CH:8]=[CH:7][CH:6]=[CH:5][CH:4]=1. The catalyst class is: 27. (2) Reactant: [CH:1]([C:4]1[CH:14]=[CH:13][CH:12]=[C:11]([CH:15]([CH3:17])[CH3:16])[C:5]=1[O:6][CH2:7][C:8]([O-])=[O:9])([CH3:3])[CH3:2].O.[NH2:19][NH2:20]. Product: [CH:1]([C:4]1[CH:14]=[CH:13][CH:12]=[C:11]([CH:15]([CH3:17])[CH3:16])[C:5]=1[O:6][CH2:7][C:8]([NH:19][NH2:20])=[O:9])([CH3:3])[CH3:2]. The catalyst class is: 14. (3) Reactant: CN(C)[CH:3]1[C:14]2[C:6](=[CH:7][CH:8]=[C:9]3[C:13]=2[S:12](=C)[CH:11]=[N:10]3)[NH:5][C:4]1=[O:16].[CH2:18]([OH:20])[CH3:19]. Product: [CH3:4][N:5]([C:6]1[CH:14]=[CH:13][C:9]([NH:10]/[CH:11]=[C:3]2\[C:4](=[O:16])[NH:5][C:6]3[C:14]\2=[C:13]2[S:12][CH:11]=[N:10][C:9]2=[CH:8][CH:7]=3)=[CH:8][CH:7]=1)[C:18](=[O:20])[CH3:19]. The catalyst class is: 27. (4) Reactant: [CH:1]([C:4]1[C:8]2[CH:9]=[CH:10][CH:11]=[CH:12][C:7]=2[O:6][CH:5]=1)([CH3:3])[CH3:2].[Li]CCCC.CN([CH:21]=[O:22])C. Product: [CH:1]([C:4]1[C:8]2[CH:9]=[CH:10][CH:11]=[CH:12][C:7]=2[O:6][C:5]=1[CH:21]=[O:22])([CH3:3])[CH3:2]. The catalyst class is: 1. (5) Product: [Cl:22][CH2:20][S:19][C:17]1[CH:18]=[C:2]([CH3:1])[C:3]([O:4][Si:5]([CH:12]([CH3:14])[CH3:13])([CH:6]([CH3:7])[CH3:8])[CH:9]([CH3:10])[CH3:11])=[C:15]([CH3:21])[CH:16]=1. Reactant: [CH3:1][C:2]1[CH:18]=[C:17]([S:19][CH3:20])[CH:16]=[C:15]([CH3:21])[C:3]=1[O:4][Si:5]([CH:12]([CH3:14])[CH3:13])([CH:9]([CH3:11])[CH3:10])[CH:6]([CH3:8])[CH3:7].[Cl:22]N1C(=O)CCC1=O. The catalyst class is: 53. (6) Reactant: [CH3:1][O:2][CH:3]([O:13][CH3:14])[C:4]1[CH:12]=[CH:11][C:7]([C:8](O)=[O:9])=[CH:6][N:5]=1. Product: [CH3:1][O:2][CH:3]([O:13][CH3:14])[C:4]1[N:5]=[CH:6][C:7]([CH2:8][OH:9])=[CH:11][CH:12]=1. The catalyst class is: 1.